This data is from Catalyst prediction with 721,799 reactions and 888 catalyst types from USPTO. The task is: Predict which catalyst facilitates the given reaction. (1) Reactant: [CH:1]([N-]C(C)C)(C)C.[Li+].C(NC(C)C)(C)C.[Li]CCCC.[C:21]([CH:23]1[C@H:28]2[CH2:29][C@H:27]2[C@H:26]2[C@H:30]3[C@H:40]([CH2:41][CH2:42][C@:24]12[CH3:25])[C@:38]1([CH3:39])[C:33]([CH:34]=[C:35]([O:43][CH3:44])[CH2:36][CH2:37]1)=[CH:32][CH2:31]3)#[N:22].CI. Product: [C:21]([C@@:23]1([CH3:1])[C@H:28]2[CH2:29][C@H:27]2[C@H:26]2[C@H:30]3[C@H:40]([CH2:41][CH2:42][C@:24]12[CH3:25])[C@:38]1([CH3:39])[C:33]([CH:34]=[C:35]([O:43][CH3:44])[CH2:36][CH2:37]1)=[CH:32][CH2:31]3)#[N:22]. The catalyst class is: 7. (2) Reactant: [C:1]([O:5][C:6]([NH:8][C@H:9]([CH2:13][O:14][CH3:15])[C:10]([OH:12])=O)=[O:7])([CH3:4])([CH3:3])[CH3:2].Cl.[F:17][CH:18]1[CH2:21][NH:20][CH2:19]1.CN(C(ON1N=NC2C=CC=CC1=2)=[N+](C)C)C.F[P-](F)(F)(F)(F)F.C1C=CC2N(O)N=NC=2C=1.C(N(CC)C(C)C)(C)C. Product: [C:1]([O:5][C:6](=[O:7])[NH:8][C@H:9]([CH2:13][O:14][CH3:15])[C:10]([N:20]1[CH2:21][CH:18]([F:17])[CH2:19]1)=[O:12])([CH3:2])([CH3:3])[CH3:4]. The catalyst class is: 3. (3) Reactant: [CH3:1][O:2][C:3](=[O:15])[C:4]1[CH:13]=[C:12]([F:14])[CH:11]=[C:6]([C:7]([O:9]C)=[O:8])[CH:5]=1.[OH-].[Na+]. The catalyst class is: 5. Product: [CH3:1][O:2][C:3](=[O:15])[C:4]1[CH:13]=[C:12]([F:14])[CH:11]=[C:6]([C:7]([OH:9])=[O:8])[CH:5]=1.